This data is from Catalyst prediction with 721,799 reactions and 888 catalyst types from USPTO. The task is: Predict which catalyst facilitates the given reaction. Reactant: [H-].[Na+].[C:3]([O:10][CH3:11])(=[O:9])[CH2:4][C:5]([O:7][CH3:8])=[O:6].Cl[C:13]1[CH:18]=[CH:17][N:16]=[CH:15][C:14]=1[N+:19]([O-:21])=[O:20]. Product: [N+:19]([C:14]1[CH:15]=[N:16][CH:17]=[CH:18][C:13]=1[CH:4]([C:3]([O:10][CH3:11])=[O:9])[C:5]([O:7][CH3:8])=[O:6])([O-:21])=[O:20]. The catalyst class is: 11.